Dataset: hERG potassium channel inhibition data for cardiac toxicity prediction from Karim et al.. Task: Regression/Classification. Given a drug SMILES string, predict its toxicity properties. Task type varies by dataset: regression for continuous values (e.g., LD50, hERG inhibition percentage) or binary classification for toxic/non-toxic outcomes (e.g., AMES mutagenicity, cardiotoxicity, hepatotoxicity). Dataset: herg_karim. (1) The drug is CNC(=O)Nc1ccc(O)cc1OC[C@@H](O)CN1CCC2(CC1)Cc1cc(Cl)ccc1O2. The result is 1 (blocker). (2) The molecule is Cc1nn(C2CCN(C(=O)CO)CC2)c(C)c1Nc1ncc(Cl)c(-c2cnn3ccccc23)n1. The result is 0 (non-blocker). (3) The molecule is O=C1NCc2c(-c3ccccc3Cl)nc(NN3CCOCC3)nc2N1c1c(Cl)cccc1Cl. The result is 1 (blocker). (4) The compound is CN1CCCC[C@H]1CCN1c2ccccc2Sc2ccc([S@@+](C)[O-])cc21. The result is 1 (blocker).